From a dataset of Reaction yield outcomes from USPTO patents with 853,638 reactions. Predict the reaction yield, written as a fraction of the theoretical maximum amount of product (1.0 means a 100% yield; for example, 0.34 means a 34% yield). (1) The reactants are [Cl:1][C:2]1[CH:3]=[C:4]2[C:10]([C:11]3[CH:12]=[N:13][CH:14]=[CH:15][CH:16]=3)=[C:9](I)[NH:8][C:5]2=[N:6][CH:7]=1.C(C([N:24]1[CH:28]=[CH:27][CH:26]=[C:25]1B(O)O)=O)(C)(C)C. No catalyst specified. The product is [Cl:1][C:2]1[CH:3]=[C:4]2[C:10]([C:11]3[CH:12]=[N:13][CH:14]=[CH:15][CH:16]=3)=[C:9]([C:25]3[NH:24][CH:28]=[CH:27][CH:26]=3)[NH:8][C:5]2=[N:6][CH:7]=1. The yield is 0.150. (2) The reactants are C[N:2]([C:6]1[CH:7]=[C:8]2[C:13](=[CH:14][CH:15]=1)[N:12]=[CH:11][CH:10]=[N:9]2)[C:3](=O)C.[N+:16]([O-])([O-:18])=[O:17].[K+].O.[OH-].[Na+]. The catalyst is C(Cl)Cl.S(=O)(=O)(O)O. The product is [CH3:3][NH:2][C:6]1[C:7]([N+:16]([O-:18])=[O:17])=[C:8]2[C:13](=[CH:14][CH:15]=1)[N:12]=[CH:11][CH:10]=[N:9]2. The yield is 0.350. (3) The reactants are Cl.[C:2]1([C@@H:8]2[CH2:10][C@H:9]2[NH2:11])[CH:7]=[CH:6][CH:5]=[CH:4][CH:3]=1.C(=O)([O-])[O-].[K+].[K+].Br[CH2:19][CH:20]1[CH2:25][CH2:24][N:23]([C:26]([O:28][CH2:29][C:30]2[CH:35]=[CH:34][CH:33]=[CH:32][CH:31]=2)=[O:27])[CH2:22][CH2:21]1.O. The catalyst is CN(C)C=O.C(OCC)(=O)C. The product is [C:2]1([C@@H:8]2[CH2:10][C@H:9]2[NH:11][CH2:19][CH:20]2[CH2:25][CH2:24][N:23]([C:26]([O:28][CH2:29][C:30]3[CH:31]=[CH:32][CH:33]=[CH:34][CH:35]=3)=[O:27])[CH2:22][CH2:21]2)[CH:7]=[CH:6][CH:5]=[CH:4][CH:3]=1. The yield is 0.122. (4) The reactants are [CH3:1][N:2]1[C:6]([NH:7][C:8](=[O:16])OC2C=CC=CC=2)=[CH:5][C:4]([C:17]([F:20])([F:19])[F:18])=[N:3]1.[CH3:21][O:22][C:23]1[CH:24]=[C:25]2[C:30](=[CH:31][C:32]=1[O:33][CH2:34][CH2:35][O:36][CH3:37])[N:29]=[CH:28][N:27]=[C:26]2[S:38][C:39]1[CH:40]=[C:41]([CH:43]=[CH:44][CH:45]=1)[NH2:42].C(N(CC)C(C)C)(C)C. The catalyst is C1COCC1. The product is [CH3:21][O:22][C:23]1[CH:24]=[C:25]2[C:30](=[CH:31][C:32]=1[O:33][CH2:34][CH2:35][O:36][CH3:37])[N:29]=[CH:28][N:27]=[C:26]2[S:38][C:39]1[CH:40]=[C:41]([NH:42][C:8]([NH:7][C:6]2[N:2]([CH3:1])[N:3]=[C:4]([C:17]([F:18])([F:19])[F:20])[CH:5]=2)=[O:16])[CH:43]=[CH:44][CH:45]=1. The yield is 0.150. (5) The reactants are [Na+:1].C([O:9][C:10]1[CH:15]=[CH:14][C:13]([NH:16][C:17]([C:19]2[N:23]([CH:24]([CH3:26])[CH3:25])[C:22]([CH:27]=[CH:28][C@@H:29]([OH:37])[CH2:30][C@@H:31]([OH:36])[CH2:32][C:33]([O-:35])=[O:34])=[C:21]([C:38]3[CH:43]=[CH:42][C:41]([F:44])=[CH:40][CH:39]=3)[C:20]=2[C:45]2[CH:50]=[CH:49][C:48]([F:51])=[CH:47][CH:46]=2)=[O:18])=[CH:12][CH:11]=1)C1C=CC=CC=1. The catalyst is C(O)C.[Pd].CO.C(Cl)Cl. The product is [Na+:1].[F:44][C:41]1[CH:40]=[CH:39][C:38]([C:21]2[C:20]([C:45]3[CH:50]=[CH:49][C:48]([F:51])=[CH:47][CH:46]=3)=[C:19]([C:17](=[O:18])[NH:16][C:13]3[CH:14]=[CH:15][C:10]([OH:9])=[CH:11][CH:12]=3)[N:23]([CH:24]([CH3:26])[CH3:25])[C:22]=2[CH2:27][CH2:28][C@@H:29]([OH:37])[CH2:30][C@@H:31]([OH:36])[CH2:32][C:33]([O-:35])=[O:34])=[CH:43][CH:42]=1. The yield is 0.760.